This data is from Forward reaction prediction with 1.9M reactions from USPTO patents (1976-2016). The task is: Predict the product of the given reaction. Given the reactants C([O:4][C:5]1[CH:41]=[CH:40][C:8]([C:9]([N:11]([CH:37]([CH3:39])[CH3:38])[C:12]2[CH:17]=[C:16]([O:18][CH3:19])[CH:15]=[CH:14][C:13]=2[CH:20]2[CH2:29][CH2:28][C:27]3[CH:26]=[C:25]([O:30][C:31](=[O:36])[C:32]([CH3:35])([CH3:34])[CH3:33])[CH:24]=[CH:23][C:22]=3[CH2:21]2)=[O:10])=[CH:7][C:6]=1[F:42])(=O)C.O.C(=O)([O-])[O-].[K+].[K+], predict the reaction product. The product is: [F:42][C:6]1[CH:7]=[C:8]([CH:40]=[CH:41][C:5]=1[OH:4])[C:9]([N:11]([CH:37]([CH3:39])[CH3:38])[C:12]1[CH:17]=[C:16]([O:18][CH3:19])[CH:15]=[CH:14][C:13]=1[CH:20]1[CH2:29][CH2:28][C:27]2[CH:26]=[C:25]([O:30][C:31](=[O:36])[C:32]([CH3:33])([CH3:34])[CH3:35])[CH:24]=[CH:23][C:22]=2[CH2:21]1)=[O:10].